Dataset: NCI-60 drug combinations with 297,098 pairs across 59 cell lines. Task: Regression. Given two drug SMILES strings and cell line genomic features, predict the synergy score measuring deviation from expected non-interaction effect. Drug 2: C1C(C(OC1N2C=NC(=NC2=O)N)CO)O. Cell line: PC-3. Drug 1: CC1C(C(=O)NC(C(=O)N2CCCC2C(=O)N(CC(=O)N(C(C(=O)O1)C(C)C)C)C)C(C)C)NC(=O)C3=C4C(=C(C=C3)C)OC5=C(C(=O)C(=C(C5=N4)C(=O)NC6C(OC(=O)C(N(C(=O)CN(C(=O)C7CCCN7C(=O)C(NC6=O)C(C)C)C)C)C(C)C)C)N)C. Synergy scores: CSS=6.48, Synergy_ZIP=-0.756, Synergy_Bliss=3.57, Synergy_Loewe=1.74, Synergy_HSA=2.78.